Dataset: Reaction yield outcomes from USPTO patents with 853,638 reactions. Task: Predict the reaction yield, written as a fraction of the theoretical maximum amount of product (1.0 means a 100% yield; for example, 0.34 means a 34% yield). The reactants are Br[C:2]1[CH:3]=[C:4]([CH:29]=[CH:30][CH:31]=1)[C:5]([NH:7][C:8]1[CH:13]=[CH:12][C:11]([N:14]2[C:18]([C:19]([F:22])([F:21])[F:20])=[CH:17][C:16]([C:23]3[CH:24]=[N:25][CH:26]=[CH:27][CH:28]=3)=[N:15]2)=[CH:10][N:9]=1)=[O:6].[N:32]1[CH:37]=[C:36](B(O)O)[CH:35]=[N:34][CH:33]=1.C(=O)([O-])[O-].[Cs+].[Cs+]. The catalyst is CN(C)C=O.C(OCC)(=O)C.C1C=CC([P]([Pd]([P](C2C=CC=CC=2)(C2C=CC=CC=2)C2C=CC=CC=2)([P](C2C=CC=CC=2)(C2C=CC=CC=2)C2C=CC=CC=2)[P](C2C=CC=CC=2)(C2C=CC=CC=2)C2C=CC=CC=2)(C2C=CC=CC=2)C2C=CC=CC=2)=CC=1. The product is [N:25]1[CH:26]=[CH:27][CH:28]=[C:23]([C:16]2[CH:17]=[C:18]([C:19]([F:22])([F:21])[F:20])[N:14]([C:11]3[CH:12]=[CH:13][C:8]([NH:7][C:5](=[O:6])[C:4]4[CH:29]=[CH:30][CH:31]=[C:2]([C:36]5[CH:37]=[N:32][CH:33]=[N:34][CH:35]=5)[CH:3]=4)=[N:9][CH:10]=3)[N:15]=2)[CH:24]=1. The yield is 0.120.